Dataset: Catalyst prediction with 721,799 reactions and 888 catalyst types from USPTO. Task: Predict which catalyst facilitates the given reaction. (1) Reactant: C([O:8][C:9]1[CH:32]=[CH:31][C:12]([CH2:13][N:14]2[CH:19]([C:20]3[C:25]([O:26][CH3:27])=[CH:24][CH:23]=[CH:22][C:21]=3[O:28][CH3:29])[CH2:18][CH2:17][CH2:16][C:15]2=[O:30])=[CH:11][CH:10]=1)C1C=CC=CC=1. Product: [CH3:29][O:28][C:21]1[CH:22]=[CH:23][CH:24]=[C:25]([O:26][CH3:27])[C:20]=1[CH:19]1[N:14]([CH2:13][C:12]2[CH:31]=[CH:32][C:9]([OH:8])=[CH:10][CH:11]=2)[C:15](=[O:30])[CH2:16][CH2:17][CH2:18]1. The catalyst class is: 14. (2) Reactant: [C:1]([NH:4][CH:5]([CH3:20])[C:6]([NH:8][C@H:9]([C:17]([OH:19])=O)[CH2:10][C:11]1[CH:16]=[CH:15][CH:14]=[CH:13][CH:12]=1)=[O:7])(=[O:3])[CH3:2].Cl.CN(C)CCCN=C=NCC.O[N:34]1[C:38]2C=[CH:40][CH:41]=[CH:42][C:37]=2N=N1.N1CCCCC1. Product: [C:1]([NH:4][CH:5]([CH3:20])[C:6]([NH:8][CH:9]([CH2:10][C:11]1[CH:12]=[CH:13][CH:14]=[CH:15][CH:16]=1)[C:17]([N:34]1[CH2:40][CH2:41][CH2:42][CH2:37][CH2:38]1)=[O:19])=[O:7])(=[O:3])[CH3:2]. The catalyst class is: 35. (3) Reactant: [CH2:1]([C:3]1[CH:8]=[CH:7][CH:6]=[CH:5][N+:4]=1[O-:9])[CH3:2].[N+:10]([O-])([OH:12])=[O:11].[OH-].[Na+]. Product: [CH2:1]([C:3]1[CH:8]=[C:7]([N+:10]([O-:12])=[O:11])[CH:6]=[CH:5][N+:4]=1[O-:9])[CH3:2]. The catalyst class is: 65. (4) Reactant: [Cl:1]N1C(=O)CCC1=O.CSC.[N+:12]([C:15]1[CH:16]=[C:17](/[C:21](/[CH3:25])=[CH:22]/[CH2:23]O)[CH:18]=[CH:19][CH:20]=1)([O-:14])=[O:13]. Product: [Cl:1][CH2:23]/[CH:22]=[C:21](/[C:17]1[CH:18]=[CH:19][CH:20]=[C:15]([N+:12]([O-:14])=[O:13])[CH:16]=1)\[CH3:25]. The catalyst class is: 4. (5) Reactant: C([O:3][C:4](=[O:24])[C:5]1[CH:10]=[CH:9][C:8]([O:11][CH3:12])=[C:7]([O:13][CH2:14][CH2:15][C:16]2[CH:21]=[CH:20][C:19]([Cl:22])=[CH:18][C:17]=2[Cl:23])[CH:6]=1)C. Product: [Cl:23][C:17]1[CH:18]=[C:19]([Cl:22])[CH:20]=[CH:21][C:16]=1[CH2:15][CH2:14][O:13][C:7]1[CH:6]=[C:5]([CH:10]=[CH:9][C:8]=1[O:11][CH3:12])[C:4]([OH:24])=[O:3]. The catalyst class is: 494. (6) Reactant: [C:1]([O:4][C:5]1[CH:6]=[C:7]2[C:12](=[CH:13][C:14]=1[O:15][CH3:16])[N:11]=[CH:10][N:9]=[C:8]2Cl)(=[O:3])[CH3:2].[Br:18][C:19]1[CH:25]=[CH:24][C:22]([NH2:23])=[C:21]([F:26])[CH:20]=1. The catalyst class is: 32. Product: [C:1]([O:4][C:5]1[CH:6]=[C:7]2[C:12](=[CH:13][C:14]=1[O:15][CH3:16])[N:11]=[CH:10][N:9]=[C:8]2[NH:23][C:22]1[CH:24]=[CH:25][C:19]([Br:18])=[CH:20][C:21]=1[F:26])(=[O:3])[CH3:2]. (7) Reactant: [N:1]1[CH:6]=[CH:5][CH:4]=[N:3][C:2]=1[NH:7][CH2:8][CH2:9][CH2:10][N:11]1[C:19]2[C:14](=[CH:15][C:16]([C:20]([O:22]CC)=[O:21])=[CH:17][CH:18]=2)[CH:13]=[N:12]1.[OH-].[Na+]. Product: [N:3]1[CH:4]=[CH:5][CH:6]=[N:1][C:2]=1[NH:7][CH2:8][CH2:9][CH2:10][N:11]1[C:19]2[C:14](=[CH:15][C:16]([C:20]([OH:22])=[O:21])=[CH:17][CH:18]=2)[CH:13]=[N:12]1. The catalyst class is: 40.